Dataset: Full USPTO retrosynthesis dataset with 1.9M reactions from patents (1976-2016). Task: Predict the reactants needed to synthesize the given product. Given the product [F:41][CH:39]([F:40])[C:31]1[N:30]([C:20]2[N:21]=[C:22]([N:24]3[CH2:25][CH2:26][O:27][CH2:28][CH2:29]3)[N:23]=[C:18]([O:1][C:2]3[CH:7]=[CH:6][C:5]([C:8](=[O:10])[CH3:9])=[CH:4][CH:3]=3)[N:19]=2)[C:34]2[CH:35]=[CH:36][CH:37]=[CH:38][C:33]=2[N:32]=1, predict the reactants needed to synthesize it. The reactants are: [OH:1][C:2]1[CH:7]=[CH:6][C:5]([C:8](=[O:10])[CH3:9])=[CH:4][CH:3]=1.C(=O)([O-])[O-].[K+].[K+].Cl[C:18]1[N:23]=[C:22]([N:24]2[CH2:29][CH2:28][O:27][CH2:26][CH2:25]2)[N:21]=[C:20]([N:30]2[C:34]3[CH:35]=[CH:36][CH:37]=[CH:38][C:33]=3[N:32]=[C:31]2[CH:39]([F:41])[F:40])[N:19]=1.O.